From a dataset of Reaction yield outcomes from USPTO patents with 853,638 reactions. Predict the reaction yield, written as a fraction of the theoretical maximum amount of product (1.0 means a 100% yield; for example, 0.34 means a 34% yield). (1) The reactants are [N+]([O-])(O)=O.[N+]([O-])(O)=O.[CH3:9][O:10][C:11]1[CH:12]=[C:13]([NH:23][C:24]([NH2:26])=[NH:25])[CH:14]=[CH:15][C:16]=1[N:17]1[CH:21]=[C:20]([CH3:22])[N:19]=[CH:18]1.CN(C)[CH:29]=[C:30]([C:36](=O)[C:37]1[CH:42]=[CH:41][C:40]([Cl:43])=[CH:39][CH:38]=1)[C:31]([O:33][CH2:34][CH3:35])=[O:32].C(N(CC)CC)C. The catalyst is C(O)C.C(OCC)(=O)C. The product is [Cl:43][C:40]1[CH:39]=[CH:38][C:37]([C:36]2[C:30]([C:31]([O:33][CH2:34][CH3:35])=[O:32])=[CH:29][N:26]=[C:24]([NH:23][C:13]3[CH:14]=[CH:15][C:16]([N:17]4[CH:21]=[C:20]([CH3:22])[N:19]=[CH:18]4)=[C:11]([O:10][CH3:9])[CH:12]=3)[N:25]=2)=[CH:42][CH:41]=1. The yield is 0.680. (2) The reactants are [CH2:1]([O:4][C:5](=[O:68])[NH:6][C@@H:7]([CH:65]([CH3:67])[CH3:66])[C:8]([NH:10][C@@H:11]([CH3:64])[C:12]([NH:14][C:15]1[CH:20]=[CH:19][C:18]([CH2:21][O:22][C:23](=[O:63])[NH:24][C:25]2[CH:30]=[C:29]([O:31][Si:32]([CH:39]([CH3:41])[CH3:40])([CH:36]([CH3:38])[CH3:37])[CH:33]([CH3:35])[CH3:34])[C:28]([O:42][CH3:43])=[CH:27][C:26]=2[C:44]([N:46]2[CH:50]=[C:49](/[CH:51]=[CH:52]/[CH3:53])[CH2:48][C@H:47]2[CH2:54][O:55][Si](C(C)(C)C)(C)C)=[O:45])=[CH:17][CH:16]=1)=[O:13])=[O:9])[CH:2]=[CH2:3]. The catalyst is C(O)(=O)C.CO.O1CCCC1.O.CCOC(C)=O. The product is [CH2:1]([O:4][C:5](=[O:68])[NH:6][C@@H:7]([CH:65]([CH3:67])[CH3:66])[C:8]([NH:10][C@@H:11]([CH3:64])[C:12]([NH:14][C:15]1[CH:16]=[CH:17][C:18]([CH2:21][O:22][C:23](=[O:63])[NH:24][C:25]2[CH:30]=[C:29]([O:31][Si:32]([CH:39]([CH3:40])[CH3:41])([CH:33]([CH3:35])[CH3:34])[CH:36]([CH3:38])[CH3:37])[C:28]([O:42][CH3:43])=[CH:27][C:26]=2[C:44]([N:46]2[CH:50]=[C:49](/[CH:51]=[CH:52]/[CH3:53])[CH2:48][C@H:47]2[CH2:54][OH:55])=[O:45])=[CH:19][CH:20]=1)=[O:13])=[O:9])[CH:2]=[CH2:3]. The yield is 0.920.